This data is from Reaction yield outcomes from USPTO patents with 853,638 reactions. The task is: Predict the reaction yield, written as a fraction of the theoretical maximum amount of product (1.0 means a 100% yield; for example, 0.34 means a 34% yield). (1) The reactants are Cl[CH2:2][C:3]1[S:7][C:6]([C:8]2[NH:9][C:10]3[C:15]([CH:16]=2)=[CH:14][CH:13]=[CH:12][C:11]=3[NH:17][S:18]([C:21]2[S:22][CH:23]=[CH:24][CH:25]=2)(=[O:20])=[O:19])=[N:5][CH:4]=1.[CH3:26][N:27]([CH3:37])[C:28](=[O:36])[CH2:29][N:30]1[CH2:35][CH2:34][NH:33][CH2:32][CH2:31]1.C(N(CC)CC)C.O. The catalyst is CN(C)C=O. The product is [CH3:26][N:27]([CH3:37])[C:28](=[O:36])[CH2:29][N:30]1[CH2:31][CH2:32][N:33]([CH2:2][C:3]2[S:7][C:6]([C:8]3[NH:9][C:10]4[C:15]([CH:16]=3)=[CH:14][CH:13]=[CH:12][C:11]=4[NH:17][S:18]([C:21]3[S:22][CH:23]=[CH:24][CH:25]=3)(=[O:20])=[O:19])=[N:5][CH:4]=2)[CH2:34][CH2:35]1. The yield is 0.690. (2) The reactants are [OH:1][CH:2]1[CH2:7][CH2:6][N:5]([C:8]([O:10][C:11]([CH3:14])([CH3:13])[CH3:12])=[O:9])[CH2:4][CH2:3]1.CC(C)([O-])C.[K+].[CH2:21]1[CH2:25]OC[CH2:22]1.Cl[CH:27]1[N:32](C)[C:31]([Cl:34])=CC=[N:28]1. The catalyst is O. The product is [Cl:34][C:31]1[N:32]=[CH:27][N:28]=[C:25]([O:1][CH:2]2[CH2:3][CH2:4][N:5]([C:8]([O:10][C:11]([CH3:14])([CH3:13])[CH3:12])=[O:9])[CH2:6][CH2:7]2)[C:21]=1[CH3:22]. The yield is 0.950. (3) The reactants are [CH3:1][O:2][C:3](=[O:19])[C:4]1[CH:9]=[CH:8][C:7]([NH2:10])=[C:6]([O:11][CH2:12][C:13]2[CH:14]=[N:15][CH:16]=[CH:17][CH:18]=2)[CH:5]=1.C(N(CC)CC)C.ClC(Cl)(O[C:31](=[O:37])OC(Cl)(Cl)Cl)Cl.[CH3:39][C:40]1[N:41]=[CH:42][C:43]([NH2:46])=[N:44][CH:45]=1. The catalyst is C1(C)C=CC=CC=1.C(OCC)(=O)C.O. The product is [CH3:1][O:2][C:3](=[O:19])[C:4]1[CH:9]=[CH:8][C:7]([NH:10][C:31]([NH:46][C:43]2[CH:42]=[N:41][C:40]([CH3:39])=[CH:45][N:44]=2)=[O:37])=[C:6]([O:11][CH2:12][C:13]2[CH:14]=[N:15][CH:16]=[CH:17][CH:18]=2)[CH:5]=1. The yield is 0.470.